Dataset: Forward reaction prediction with 1.9M reactions from USPTO patents (1976-2016). Task: Predict the product of the given reaction. (1) Given the reactants Cl[S:2]([N:5]=C=O)(=[O:4])=[O:3].C(O)(C)(C)C.C(N(CC)CC)C.Cl.[F:21][C:22]1[CH:27]=[CH:26][C:25](/[CH:28]=[CH:29]/[C:30]2[CH:35]=[CH:34][C:33]([S:36]([C:39]3[CH:40]=[C:41]([NH2:45])[CH:42]=[CH:43][CH:44]=3)(=[O:38])=[O:37])=[CH:32][CH:31]=2)=[CH:24][CH:23]=1, predict the reaction product. The product is: [F:21][C:22]1[CH:23]=[CH:24][C:25](/[CH:28]=[CH:29]/[C:30]2[CH:31]=[CH:32][C:33]([S:36]([C:39]3[CH:40]=[C:41]([NH:45][S:2]([NH2:5])(=[O:4])=[O:3])[CH:42]=[CH:43][CH:44]=3)(=[O:38])=[O:37])=[CH:34][CH:35]=2)=[CH:26][CH:27]=1. (2) Given the reactants Cl[CH2:2][CH2:3][C:4]1[CH:9]=[CH:8][C:7]([N:10]2[C:14]3[CH:15]=[CH:16][C:17]([O:19]C)=[CH:18][C:13]=3[N:12]=[C:11]2[CH2:21][CH3:22])=[CH:6][CH:5]=1.[OH-].[Na+].[BrH:25], predict the reaction product. The product is: [Br:25][CH2:2][CH2:3][C:4]1[CH:9]=[CH:8][C:7]([N:10]2[C:14]3[CH:15]=[CH:16][C:17]([OH:19])=[CH:18][C:13]=3[N:12]=[C:11]2[CH2:21][CH3:22])=[CH:6][CH:5]=1. (3) Given the reactants [Cl:1][C:2]1[CH:10]=[CH:9][C:5]([C:6](Cl)=[O:7])=[CH:4][CH:3]=1.[C:11]([Cu])#[N:12], predict the reaction product. The product is: [Cl:1][C:2]1[CH:10]=[CH:9][C:5]([C:6](=[O:7])[C:11]#[N:12])=[CH:4][CH:3]=1. (4) Given the reactants I[C:2]1[C:10]2[C:5](=[CH:6][CH:7]=[C:8]([NH:11]C(=O)OC(C)(C)C)[CH:9]=2)[NH:4][N:3]=1.[CH3:19][N:20]1[CH2:25][CH2:24][CH:23]([O:26][C:27]2[CH:32]=[CH:31][C:30](B3OC(C)(C)C(C)(C)O3)=[CH:29][CH:28]=2)[CH2:22][CH2:21]1.[Li+].[Cl-].C([O-])([O-])=O.[Na+].[Na+].C(O)(C(F)(F)F)=O, predict the reaction product. The product is: [CH3:19][N:20]1[CH2:25][CH2:24][CH:23]([O:26][C:27]2[CH:32]=[CH:31][C:30]([C:2]3[C:10]4[C:5](=[CH:6][CH:7]=[C:8]([NH2:11])[CH:9]=4)[NH:4][N:3]=3)=[CH:29][CH:28]=2)[CH2:22][CH2:21]1. (5) Given the reactants [ClH:1].O1CCOCC1.C(OC([N:15]1[CH2:20][CH2:19][C:18]([NH:32]C(OC(C)(C)C)=O)([C:21](=[O:31])[NH:22][CH2:23][C:24]2[CH:29]=[CH:28][C:27]([Cl:30])=[CH:26][CH:25]=2)[CH2:17][CH2:16]1)=O)(C)(C)C, predict the reaction product. The product is: [ClH:30].[ClH:1].[Cl:30][C:27]1[CH:26]=[CH:25][C:24]([CH2:23][NH:22][C:21]([C:18]2([NH2:32])[CH2:17][CH2:16][NH:15][CH2:20][CH2:19]2)=[O:31])=[CH:29][CH:28]=1.